This data is from NCI-60 drug combinations with 297,098 pairs across 59 cell lines. The task is: Regression. Given two drug SMILES strings and cell line genomic features, predict the synergy score measuring deviation from expected non-interaction effect. (1) Drug 1: CC1C(C(CC(O1)OC2CC(CC3=C2C(=C4C(=C3O)C(=O)C5=C(C4=O)C(=CC=C5)OC)O)(C(=O)CO)O)N)O.Cl. Drug 2: CC(C)NC(=O)C1=CC=C(C=C1)CNNC.Cl. Cell line: U251. Synergy scores: CSS=14.2, Synergy_ZIP=17.8, Synergy_Bliss=21.7, Synergy_Loewe=14.9, Synergy_HSA=19.9. (2) Drug 1: C1CC2CC3=C(CC1C24CN(S(=O)(=O)N4)CC(F)(F)F)C=CC(=C3)C=CCN5CCC(CC5)C(F)(F)F. Drug 2: CC1(CCCN1)C2=NC3=C(C=CC=C3N2)C(=O)N. Cell line: UACC62. Synergy scores: CSS=18.5, Synergy_ZIP=-0.585, Synergy_Bliss=4.94, Synergy_Loewe=-4.19, Synergy_HSA=1.49. (3) Drug 1: CNC(=O)C1=CC=CC=C1SC2=CC3=C(C=C2)C(=NN3)C=CC4=CC=CC=N4. Drug 2: CC1=C(C(=O)C2=C(C1=O)N3CC4C(C3(C2COC(=O)N)OC)N4)N. Cell line: MDA-MB-231. Synergy scores: CSS=6.38, Synergy_ZIP=-0.379, Synergy_Bliss=-0.940, Synergy_Loewe=-14.1, Synergy_HSA=-4.33. (4) Drug 2: C1C(C(OC1N2C=NC3=C2NC=NCC3O)CO)O. Cell line: A549. Synergy scores: CSS=0.415, Synergy_ZIP=-0.0320, Synergy_Bliss=-0.328, Synergy_Loewe=-2.21, Synergy_HSA=-1.52. Drug 1: C#CCC(CC1=CN=C2C(=N1)C(=NC(=N2)N)N)C3=CC=C(C=C3)C(=O)NC(CCC(=O)O)C(=O)O. (5) Drug 1: CC1OCC2C(O1)C(C(C(O2)OC3C4COC(=O)C4C(C5=CC6=C(C=C35)OCO6)C7=CC(=C(C(=C7)OC)O)OC)O)O. Drug 2: CCN(CC)CCNC(=O)C1=C(NC(=C1C)C=C2C3=C(C=CC(=C3)F)NC2=O)C. Cell line: COLO 205. Synergy scores: CSS=44.3, Synergy_ZIP=-0.181, Synergy_Bliss=-2.87, Synergy_Loewe=-10.1, Synergy_HSA=-5.80.